Dataset: NCI-60 drug combinations with 297,098 pairs across 59 cell lines. Task: Regression. Given two drug SMILES strings and cell line genomic features, predict the synergy score measuring deviation from expected non-interaction effect. (1) Drug 1: C1CC(=O)NC(=O)C1N2CC3=C(C2=O)C=CC=C3N. Drug 2: CC1CCCC2(C(O2)CC(NC(=O)CC(C(C(=O)C(C1O)C)(C)C)O)C(=CC3=CSC(=N3)C)C)C. Cell line: CAKI-1. Synergy scores: CSS=11.1, Synergy_ZIP=-4.64, Synergy_Bliss=-0.435, Synergy_Loewe=2.64, Synergy_HSA=2.82. (2) Drug 1: CC1=C2C(C(=O)C3(C(CC4C(C3C(C(C2(C)C)(CC1OC(=O)C(C(C5=CC=CC=C5)NC(=O)OC(C)(C)C)O)O)OC(=O)C6=CC=CC=C6)(CO4)OC(=O)C)OC)C)OC. Drug 2: C1=CC(=C2C(=C1NCCNCCO)C(=O)C3=C(C=CC(=C3C2=O)O)O)NCCNCCO. Cell line: KM12. Synergy scores: CSS=65.6, Synergy_ZIP=7.95, Synergy_Bliss=4.82, Synergy_Loewe=9.70, Synergy_HSA=10.4. (3) Drug 1: C1=CC(=CC=C1C#N)C(C2=CC=C(C=C2)C#N)N3C=NC=N3. Drug 2: C(CC(=O)O)C(=O)CN.Cl. Cell line: 786-0. Synergy scores: CSS=19.1, Synergy_ZIP=-7.26, Synergy_Bliss=-0.654, Synergy_Loewe=3.16, Synergy_HSA=0.511.